From a dataset of Full USPTO retrosynthesis dataset with 1.9M reactions from patents (1976-2016). Predict the reactants needed to synthesize the given product. (1) Given the product [NH2:32][C:27]1[C:26]([C:23]2[N:22]=[C:21]([CH2:20][C:19]3[CH:18]=[CH:17][C:16]([OH:15])=[CH:34][CH:33]=3)[O:25][N:24]=2)=[CH:31][CH:30]=[CH:29][N:28]=1, predict the reactants needed to synthesize it. The reactants are: C(O)(C(F)(F)F)=O.C([O:15][C:16]1[CH:34]=[CH:33][C:19]([CH2:20][C:21]2[O:25][N:24]=[C:23]([C:26]3[C:27]([NH2:32])=[N:28][CH:29]=[CH:30][CH:31]=3)[N:22]=2)=[CH:18][CH:17]=1)C1C=CC=CC=1.C1(SC)C=CC=CC=1.C(=O)([O-])O.[Na+]. (2) Given the product [Br:1][C:2]1[CH:3]=[C:4]([S:8][CH:15]2[C:10](=[O:9])[CH2:11][CH2:12][N:13]([C:16]([O:18][C:19]([CH3:22])([CH3:21])[CH3:20])=[O:17])[CH2:14]2)[CH:5]=[CH:6][CH:7]=1, predict the reactants needed to synthesize it. The reactants are: [Br:1][C:2]1[CH:3]=[C:4]([SH:8])[CH:5]=[CH:6][CH:7]=1.[O:9]=[C:10]1[CH2:15][CH2:14][N:13]([C:16]([O:18][C:19]([CH3:22])([CH3:21])[CH3:20])=[O:17])[CH2:12][CH2:11]1.ClN1C(=O)CCC1=O. (3) Given the product [Cl:30][C:26]1[CH:27]=[CH:28][CH:29]=[C:17]([Cl:16])[C:18]=1[CH2:19][C:20]1[O:24][N:23]=[C:22]([NH:25][C:2]2[CH:3]=[CH:4][C:5]([N:10]3[CH:14]=[C:13]([CH3:15])[N:12]=[CH:11]3)=[C:6]([CH:9]=2)[C:7]#[N:8])[N:21]=1, predict the reactants needed to synthesize it. The reactants are: Br[C:2]1[CH:3]=[CH:4][C:5]([N:10]2[CH:14]=[C:13]([CH3:15])[N:12]=[CH:11]2)=[C:6]([CH:9]=1)[C:7]#[N:8].[Cl:16][C:17]1[CH:29]=[CH:28][CH:27]=[C:26]([Cl:30])[C:18]=1[CH2:19][C:20]1[O:24][N:23]=[C:22]([NH2:25])[N:21]=1.